Dataset: Reaction yield outcomes from USPTO patents with 853,638 reactions. Task: Predict the reaction yield, written as a fraction of the theoretical maximum amount of product (1.0 means a 100% yield; for example, 0.34 means a 34% yield). (1) The reactants are [CH2:1]([O:8][C:9]([N:11]1[CH2:16][CH2:15][C@H:14]([NH:17][C:18](OC(C)(C)C)=O)[C@H:13]([OH:25])[CH2:12]1)=[O:10])[C:2]1[CH:7]=[CH:6][CH:5]=[CH:4][CH:3]=1.C(O)(C(F)(F)F)=O.[O:33]1[C:42]2[CH:41]=[C:40](C=O)[N:39]=[CH:38][C:37]=2[O:36][CH2:35][CH2:34]1.C(O[BH-](OC(=O)C)OC(=O)C)(=O)C.[Na+]. The catalyst is ClCCl.C(Cl)(Cl)Cl.CO. The product is [O:33]1[C:42]2[CH:41]=[C:40]([CH2:18][NH:17][C@H:14]3[CH2:15][CH2:16][N:11]([C:9]([O:8][CH2:1][C:2]4[CH:3]=[CH:4][CH:5]=[CH:6][CH:7]=4)=[O:10])[CH2:12][C@H:13]3[OH:25])[N:39]=[CH:38][C:37]=2[O:36][CH2:35][CH2:34]1. The yield is 0.460. (2) The reactants are C([O:3][C:4](=[O:14])[C@@H:5]([N:7]1[CH:12]=[CH:11][CH:10]=[CH:9][C:8]1=[O:13])[CH3:6])C.C1COCC1.[OH-].[Na+]. The catalyst is O. The product is [O:13]=[C:8]1[CH:9]=[CH:10][CH:11]=[CH:12][N:7]1[C@@H:5]([CH3:6])[C:4]([OH:14])=[O:3]. The yield is 0.270. (3) The reactants are C([O:3][C:4](=[O:40])[C:5]1[CH:10]=[CH:9][CH:8]=[C:7]([O:11][CH2:12][CH2:13][CH2:14][N:15]2[C:19]3[CH:20]=[CH:21][CH:22]=[CH:23][C:18]=3[N:17]([CH2:24][C:25]3[CH:30]=[CH:29][CH:28]=[C:27]([Br:31])[CH:26]=3)[C:16]2=[N:32][C:33]([O:35][C:36]([CH3:39])([CH3:38])[CH3:37])=[O:34])[CH:6]=1)C.O[Li].O. The catalyst is C1COCC1.CO.O. The product is [Br:31][C:27]1[CH:26]=[C:25]([CH:30]=[CH:29][CH:28]=1)[CH2:24][N:17]1[C:18]2[CH:23]=[CH:22][CH:21]=[CH:20][C:19]=2[N:15]([CH2:14][CH2:13][CH2:12][O:11][C:7]2[CH:6]=[C:5]([CH:10]=[CH:9][CH:8]=2)[C:4]([OH:40])=[O:3])[C:16]1=[N:32][C:33]([O:35][C:36]([CH3:38])([CH3:39])[CH3:37])=[O:34]. The yield is 1.00. (4) The reactants are [BH4-].[Na+].[Br:3][C:4]1[CH:5]=[CH:6][C:7]([F:25])=[C:8]([C@:10]([NH:18][S@@:19]([C:21]([CH3:24])([CH3:23])[CH3:22])=[O:20])([CH2:16][F:17])[CH2:11][C:12](OC)=[O:13])[CH:9]=1.C1COCC1. The catalyst is CO. The product is [Br:3][C:4]1[CH:5]=[CH:6][C:7]([F:25])=[C:8]([C@@:10]([NH:18][S@@:19]([C:21]([CH3:23])([CH3:22])[CH3:24])=[O:20])([CH2:11][CH2:12][OH:13])[CH2:16][F:17])[CH:9]=1. The yield is 0.770. (5) The reactants are [C:1]([O:4][C@H:5]1[C@H:11]([O:12][C:13](=[O:15])[CH3:14])[C@@H:10]([O:16][C:17](=[O:19])[CH3:18])[C@:9]2([C:21]3[CH:26]=[CH:25][C:24]([Cl:27])=[C:23]([CH2:28][C:29]4[CH:34]=[CH:33][C:32]([OH:35])=[CH:31][CH:30]=4)[CH:22]=3)[O:20][C@@:6]1([CH2:36][O:37][C:38](=[O:40])[CH3:39])[CH2:7][O:8]2)(=[O:3])[CH3:2].CCN(C(C)C)C(C)C.Br[CH2:51][C:52]([C:54]1[CH:59]=[CH:58][CH:57]=[CH:56][CH:55]=1)=[O:53]. The catalyst is C(#N)C.C(OC(=O)C)C. The product is [C:1]([O:4][C@H:5]1[C@H:11]([O:12][C:13](=[O:15])[CH3:14])[C@@H:10]([O:16][C:17](=[O:19])[CH3:18])[C@:9]2([C:21]3[CH:26]=[CH:25][C:24]([Cl:27])=[C:23]([CH2:28][C:29]4[CH:30]=[CH:31][C:32]([O:35][CH2:51][C:52](=[O:53])[C:54]5[CH:59]=[CH:58][CH:57]=[CH:56][CH:55]=5)=[CH:33][CH:34]=4)[CH:22]=3)[O:20][C@@:6]1([CH2:36][O:37][C:38](=[O:40])[CH3:39])[CH2:7][O:8]2)(=[O:3])[CH3:2]. The yield is 0.736. (6) The reactants are [F:1][C:2]1[CH:3]=[CH:4][C:5]([NH:8][NH2:9])=[N:6][CH:7]=1.[CH3:10][N:11]1[CH2:16][CH2:15][CH2:14][CH2:13][C@H:12]1[C:17](O)=[O:18].C(Cl)CCl.C1C=CC2N(O)N=NC=2C=1.O.N. The catalyst is CN(C=O)C.CO.C(Cl)Cl. The product is [F:1][C:2]1[CH:3]=[CH:4][C:5]([NH:8][NH:9][C:17]([C@@H:12]2[CH2:13][CH2:14][CH2:15][CH2:16][N:11]2[CH3:10])=[O:18])=[N:6][CH:7]=1. The yield is 0.670. (7) The reactants are [CH2:1]([C:3]1[N:4]([C:28]2[CH:33]=[CH:32][C:31]([OH:34])=[CH:30][CH:29]=2)[C:5](=[O:27])[C:6]([CH2:12][C:13]2[CH:18]=[CH:17][C:16]([C:19]3[C:20]([C:25]#[N:26])=[CH:21][CH:22]=[CH:23][CH:24]=3)=[CH:15][CH:14]=2)=[C:7]([CH2:9][CH2:10][CH3:11])[N:8]=1)[CH3:2].[Si]([O:42][C:43]([C@H:46]1[CH2:51][CH2:50][C@H:49](O)[CH2:48][CH2:47]1)([CH3:45])[CH3:44])(C(C)(C)C)(C)C.C1(P(C2C=CC=CC=2)C2C=CC=CC=2)C=CC=CC=1.[N:73]([C:74]([O:76]C(C)C)=[O:75])=[N:73][C:74]([O:76]C(C)C)=[O:75]. The catalyst is O1CCCC1.O.C(OCC)(=O)C. The product is [CH2:1]([C:3]1[N:4]([C:28]2[CH:33]=[CH:32][C:31]([O:34][C@H:49]3[CH2:48][CH2:47][C@@H:46]([C:43]([OH:42])([CH3:44])[CH3:45])[CH2:51][CH2:50]3)=[CH:30][CH:29]=2)[C:5](=[O:27])[C:6]([CH2:12][C:13]2[CH:18]=[CH:17][C:16]([C:19]3[CH:24]=[CH:23][CH:22]=[CH:21][C:20]=3[C:25]3[NH:73][C:74](=[O:75])[O:76][N:26]=3)=[CH:15][CH:14]=2)=[C:7]([CH2:9][CH2:10][CH3:11])[N:8]=1)[CH3:2]. The yield is 0.230.